From a dataset of Full USPTO retrosynthesis dataset with 1.9M reactions from patents (1976-2016). Predict the reactants needed to synthesize the given product. (1) Given the product [CH2:18]([O:10][C:7]1[CH:8]=[CH:9][C:4]([C:2](=[O:3])[CH3:1])=[CH:5][CH:6]=1)[CH2:19][CH2:20][CH2:21][CH3:22], predict the reactants needed to synthesize it. The reactants are: [CH3:1][C:2]([C:4]1[CH:5]=[CH:6][C:7]([OH:10])=[CH:8][CH:9]=1)=[O:3].C([O-])([O-])=O.[K+].[K+].Br[CH2:18][CH2:19][CH2:20][CH2:21][CH3:22].O. (2) Given the product [CH2:23]([C:22]1[C:28]([NH:49][C:47]([O:46][CH2:45][C@@H:40]2[CH2:41][O:42][CH2:43][CH2:44][N:39]2[C:37]([O:36][C:32]([CH3:35])([CH3:34])[CH3:33])=[O:38])=[O:71])=[CH:24][N:20]2[C:21]=1[C:16]([NH:15][C:11]1[CH:10]=[C:9]3[C:14](=[CH:13][CH:12]=1)[N:6]([CH2:5][C:4]1[CH:29]=[CH:30][CH:31]=[C:2]([F:1])[CH:3]=1)[N:7]=[CH:8]3)=[N:17][CH:18]=[N:19]2)[CH3:25], predict the reactants needed to synthesize it. The reactants are: [F:1][C:2]1[CH:3]=[C:4]([CH:29]=[CH:30][CH:31]=1)[CH2:5][N:6]1[C:14]2[C:9](=[CH:10][C:11]([NH:15][C:16]3[C:21]4=[C:22]([CH3:28])[C:23]([C:25](O)=O)=[CH:24][N:20]4[N:19]=[CH:18][N:17]=3)=[CH:12][CH:13]=2)[CH:8]=[N:7]1.[C:32]([O:36][C:37]([N:39]1[CH2:44][CH2:43][O:42][CH2:41][CH:40]1[CH2:45][OH:46])=[O:38])([CH3:35])([CH3:34])[CH3:33].[CH2:47]([N:49](CC)CC)C.C1(P(N=[N+]=[N-])(C2C=CC=CC=2)=O)C=CC=CC=1.[OH2:71]. (3) Given the product [C:35]1([C:38]2[CH:43]=[CH:42][CH:41]=[CH:40][CH:39]=2)[CH:34]=[CH:33][C:32]([NH:31][C:2]2[N:13]=[C:12]3[N:14]4[C:8](=[N:9][C:10]([NH:31][C:32]5[CH:33]=[CH:34][C:35]([C:38]6[CH:43]=[CH:42][CH:41]=[CH:40][CH:39]=6)=[CH:36][CH:37]=5)=[N:11]3)[N:7]=[C:6]([NH:17][C:18]3[CH:19]=[CH:20][C:21]([C:22]([O:24][CH2:25][CH2:26][CH2:27][CH3:28])=[O:23])=[CH:29][CH:30]=3)[N:5]=[C:4]4[N:3]=2)=[CH:37][CH:36]=1, predict the reactants needed to synthesize it. The reactants are: Cl[C:2]1[N:13]=[C:12]2[N:14]3[C:8](=[N:9][C:10](Cl)=[N:11]2)[N:7]=[C:6](Cl)[N:5]=[C:4]3[N:3]=1.[NH2:17][C:18]1[CH:30]=[CH:29][C:21]([C:22]([O:24][CH2:25][CH2:26][CH2:27][CH3:28])=[O:23])=[CH:20][CH:19]=1.[NH2:31][C:32]1[CH:37]=[CH:36][C:35]([C:38]2[CH:43]=[CH:42][CH:41]=[CH:40][CH:39]=2)=[CH:34][CH:33]=1. (4) Given the product [F:1][C:2]1[C:3]2[C:4](=[CH:18][S:19][CH:20]=2)[S:5][C:6]=1[C:7]([O:9][CH2:10][CH:11]([CH2:16][CH3:17])[CH2:12][CH2:13][CH2:14][CH3:15])=[O:8], predict the reactants needed to synthesize it. The reactants are: [F:1][C:2]1[C:3]2[CH2:20][S:19][CH2:18][C:4]=2[S:5][C:6]=1[C:7]([O:9][CH2:10][CH:11]([CH2:16][CH3:17])[CH2:12][CH2:13][CH2:14][CH3:15])=[O:8].C1C=C(Cl)C=C(C(OO)=O)C=1. (5) Given the product [CH3:1][O:2][C:3]1[CH:4]=[CH:5][C:6]([N+:10]([O-:12])=[O:11])=[C:7]([CH:8]=1)[O:9][CH2:32][C@@H:33]1[CH2:35][O:34]1, predict the reactants needed to synthesize it. The reactants are: [CH3:1][O:2][C:3]1[CH:4]=[CH:5][C:6]([N+:10]([O-:12])=[O:11])=[C:7]([OH:9])[CH:8]=1.C1(P(C2C=CC=CC=2)C2C=CC=CC=2)C=CC=CC=1.[CH3:32][CH2:33][O:34][C:35](/N=N/[C:35]([O:34][CH2:33][CH3:32])=O)=O.